Dataset: Forward reaction prediction with 1.9M reactions from USPTO patents (1976-2016). Task: Predict the product of the given reaction. Given the reactants [NH2:1][C:2]1[CH:7]=[C:6]([F:8])[CH:5]=[CH:4][C:3]=1[NH:9][C:10](=[O:18])[C:11]1[CH:16]=[CH:15][C:14](Cl)=[N:13][CH:12]=1.[CH2:19]([NH2:22])[CH2:20][NH2:21], predict the reaction product. The product is: [NH2:1][C:2]1[CH:7]=[C:6]([F:8])[CH:5]=[CH:4][C:3]=1[NH:9][C:10](=[O:18])[C:11]1[CH:16]=[CH:15][C:14]([NH:21][CH2:20][CH2:19][NH2:22])=[N:13][CH:12]=1.